From a dataset of Catalyst prediction with 721,799 reactions and 888 catalyst types from USPTO. Predict which catalyst facilitates the given reaction. (1) Reactant: [OH-].[Na+].C[O:4][C:5](=[O:28])[C:6]1[CH:11]=[CH:10][C:9]([CH2:12][N:13]2[C:21](=[O:22])[C:20]3[C@@H:19]4[C:23]([CH3:25])([CH3:24])[C@@:16]([CH3:26])([CH2:17][CH2:18]4)[C:15]=3[N:14]2[CH3:27])=[CH:8][CH:7]=1. Product: [CH3:27][N:14]1[C:15]2[C@@:16]3([CH3:26])[C:23]([CH3:24])([CH3:25])[C@H:19]([CH2:18][CH2:17]3)[C:20]=2[C:21](=[O:22])[N:13]1[CH2:12][C:9]1[CH:8]=[CH:7][C:6]([C:5]([OH:28])=[O:4])=[CH:11][CH:10]=1. The catalyst class is: 111. (2) Reactant: C(OC([N:7]1[C:13]2[CH:14]=[C:15]([O:20][CH2:21][C:22]3[CH:27]=[CH:26][CH:25]=[CH:24][CH:23]=3)[C:16]([O:18][CH3:19])=[CH:17][C:12]=2[C:11](=[O:28])[N:10]2[CH:29]=[C:30]([CH2:32][C:33]([O:35][CH3:36])=[O:34])[CH2:31][C@H:9]2[C@@H:8]1O)=O)C=C.C1(P(C2C=CC=CC=2)C2C=CC=CC=2)C=CC=CC=1.N1CCCC1. Product: [CH3:19][O:18][C:16]1[CH:17]=[C:12]2[C:11]([N:10]3[C@H:9]([CH:8]=[N:7][C:13]2=[CH:14][C:15]=1[O:20][CH2:21][C:22]1[CH:23]=[CH:24][CH:25]=[CH:26][CH:27]=1)[CH2:31][C:30]([CH2:32][C:33]([O:35][CH3:36])=[O:34])=[CH:29]3)=[O:28]. The catalyst class is: 532. (3) Reactant: [Cl:1][C:2]1[CH:10]=[CH:9][CH:8]=[C:7]2[C:3]=1[C:4]([C:21](=[O:32])[NH:22][CH2:23][CH:24]1[CH2:29][CH2:28][C:27]([F:31])([F:30])[CH2:26][CH2:25]1)=[CH:5][N:6]2[CH2:11][CH2:12][NH:13]C(=O)OC(C)(C)C.C(O)(C(F)(F)F)=O. Product: [NH2:13][CH2:12][CH2:11][N:6]1[C:7]2[C:3](=[C:2]([Cl:1])[CH:10]=[CH:9][CH:8]=2)[C:4]([C:21]([NH:22][CH2:23][CH:24]2[CH2:29][CH2:28][C:27]([F:30])([F:31])[CH2:26][CH2:25]2)=[O:32])=[CH:5]1. The catalyst class is: 2. (4) Reactant: [CH3:1][C:2]([N:6]1[CH:10]=[N:9][N:8]=[N:7]1)([CH3:5])[CH2:3][OH:4].[Br:11][C:12]1[N:17]=[CH:16][C:15](O)=[CH:14][CH:13]=1. Product: [Br:11][C:12]1[CH:13]=[CH:14][C:15]([O:4][CH2:3][C:2]([CH3:5])([N:6]2[CH:10]=[N:9][N:8]=[N:7]2)[CH3:1])=[CH:16][N:17]=1. The catalyst class is: 11. (5) Reactant: [F:1][C:2]([F:14])([F:13])[O:3][C:4]1[CH:12]=[C:11]2[C:7]([CH:8]=[CH:9][NH:10]2)=[CH:6][CH:5]=1.[C:15](O[C:15]([O:17][C:18]([CH3:21])([CH3:20])[CH3:19])=[O:16])([O:17][C:18]([CH3:21])([CH3:20])[CH3:19])=[O:16]. Product: [F:14][C:2]([F:1])([F:13])[O:3][C:4]1[CH:12]=[C:11]2[C:7]([CH:8]=[CH:9][N:10]2[C:15]([O:17][C:18]([CH3:21])([CH3:20])[CH3:19])=[O:16])=[CH:6][CH:5]=1. The catalyst class is: 64. (6) Reactant: C[Al](C)C.[CH:5]([NH2:8])([CH3:7])[CH3:6].C[O:10][C:11]([C:13]1[O:17][N:16]=[C:15]([O:18][CH2:19][C:20]2[C:21]([CH2:26][CH2:27][CH2:28][CH3:29])=[N:22][O:23][C:24]=2[CH3:25])[CH:14]=1)=O.[C@H](O)(C([O-])=O)[C@@H](O)C([O-])=O.[Na+].[K+]. Product: [CH:5]([NH:8][C:11]([C:13]1[O:17][N:16]=[C:15]([O:18][CH2:19][C:20]2[C:21]([CH2:26][CH2:27][CH2:28][CH3:29])=[N:22][O:23][C:24]=2[CH3:25])[CH:14]=1)=[O:10])([CH3:7])[CH3:6]. The catalyst class is: 12. (7) Reactant: F[C:2]1[CH:7]=[C:6]([F:8])[CH:5]=[CH:4][C:3]=1[C:9]1[CH:14]=[CH:13][C:12]([F:15])=[CH:11][C:10]=1[CH:16]([NH2:18])[CH3:17].C[O:20][C:21]1[CH:29]=[CH:28][C:24]([C:25](Cl)=[O:26])=[CH:23][CH:22]=1.C(N(CC)C(C)C)(C)C. The catalyst class is: 4. Product: [F:8][C:6]1[CH:7]=[CH:2][C:3]2[C:9]3[C:10]([CH:16]([CH3:17])[N:18]([C:25]([C:24]4[CH:28]=[CH:29][C:21]([OH:20])=[CH:22][CH:23]=4)=[O:26])[C:4]=2[CH:5]=1)=[CH:11][C:12]([F:15])=[CH:13][CH:14]=3.